Dataset: Peptide-MHC class I binding affinity with 185,985 pairs from IEDB/IMGT. Task: Regression. Given a peptide amino acid sequence and an MHC pseudo amino acid sequence, predict their binding affinity value. This is MHC class I binding data. (1) The peptide sequence is ISSGETRSF. The MHC is HLA-A68:02 with pseudo-sequence HLA-A68:02. The binding affinity (normalized) is 0.0847. (2) The peptide sequence is DEGFHAATV. The MHC is HLA-A02:03 with pseudo-sequence HLA-A02:03. The binding affinity (normalized) is 0.0847. (3) The peptide sequence is LFNSHRISHF. The MHC is HLA-A02:03 with pseudo-sequence HLA-A02:03. The binding affinity (normalized) is 0. (4) The peptide sequence is KFSNSNIY. The MHC is HLA-A03:01 with pseudo-sequence HLA-A03:01. The binding affinity (normalized) is 0.0198. (5) The peptide sequence is DWMDRIEEF. The MHC is HLA-A80:01 with pseudo-sequence HLA-A80:01. The binding affinity (normalized) is 0.0847. (6) The peptide sequence is ALLAVGATK. The MHC is HLA-A68:01 with pseudo-sequence HLA-A68:01. The binding affinity (normalized) is 0.258. (7) The peptide sequence is RVEESRARL. The MHC is HLA-B07:02 with pseudo-sequence HLA-B07:02. The binding affinity (normalized) is 0.664. (8) The peptide sequence is EMVCFHEFL. The MHC is HLA-A24:02 with pseudo-sequence HLA-A24:02. The binding affinity (normalized) is 0.0999. (9) The peptide sequence is KSLTYYKL. The MHC is H-2-Kb with pseudo-sequence H-2-Kb. The binding affinity (normalized) is 0.780.